Dataset: Catalyst prediction with 721,799 reactions and 888 catalyst types from USPTO. Task: Predict which catalyst facilitates the given reaction. (1) Reactant: [Br:1][C:2]1[CH:3]=[CH:4][C:5]([N:10]2[CH2:14][CH2:13][CH:12]([CH2:15][OH:16])[CH2:11]2)=[C:6]([CH:9]=1)[CH:7]=[O:8].[C:17](OC(=O)C)(=[O:19])[CH3:18]. Product: [C:17]([O:16][CH2:15][CH:12]1[CH2:13][CH2:14][N:10]([C:5]2[CH:4]=[CH:3][C:2]([Br:1])=[CH:9][C:6]=2[CH:7]=[O:8])[CH2:11]1)(=[O:19])[CH3:18]. The catalyst class is: 17. (2) Reactant: [OH:1][CH2:2][CH2:3][CH2:4][C:5]#[C:6][C:7]1[O:11][N:10]=[C:9]([CH2:12][CH2:13][C@@:14]([CH3:29])([S:25]([CH3:28])(=[O:27])=[O:26])[C:15]([O:17][CH2:18][C:19]2[CH:24]=[CH:23][CH:22]=[CH:21][CH:20]=2)=[O:16])[CH:8]=1.CCN(C(C)C)C(C)C. Product: [CH3:29][C@@:14]([S:25]([CH3:28])(=[O:26])=[O:27])([CH2:13][CH2:12][C:9]1[CH:8]=[C:7]([C:6]#[C:5][CH2:4][CH2:3][CH:2]=[O:1])[O:11][N:10]=1)[C:15]([O:17][CH2:18][C:19]1[CH:20]=[CH:21][CH:22]=[CH:23][CH:24]=1)=[O:16]. The catalyst class is: 583. (3) Reactant: Cl[C:2]1[N:7]=[CH:6][N:5]=[C:4]([N:8]2[CH2:13][CH2:12][N:11]([C:14]([O:16][C:17]([CH3:20])([CH3:19])[CH3:18])=[O:15])[CH2:10][CH2:9]2)[CH:3]=1.[F:21][C:22]1[CH:27]=[CH:26][C:25](B(O)O)=[CH:24][CH:23]=1.C(=O)([O-])[O-].[Na+].[Na+].C1(C)C=CC=CC=1. Product: [F:21][C:22]1[CH:27]=[CH:26][C:25]([C:2]2[N:7]=[CH:6][N:5]=[C:4]([N:8]3[CH2:13][CH2:12][N:11]([C:14]([O:16][C:17]([CH3:20])([CH3:19])[CH3:18])=[O:15])[CH2:10][CH2:9]3)[CH:3]=2)=[CH:24][CH:23]=1. The catalyst class is: 6. (4) The catalyst class is: 17. Product: [NH2:1][C:2]1[C:3]2[N:10]=[N:9][N:8]([C@H:11]3[C@:15]([CH3:17])([OH:16])[C@H:14]([OH:18])[C@@H:13]([CH2:19][O:20][Si:25]([C:22]([CH3:24])([CH3:23])[CH3:21])([CH3:27])[CH3:26])[O:12]3)[C:4]=2[N:5]=[CH:6][N:7]=1. Reactant: [NH2:1][C:2]1[C:3]2[N:10]=[N:9][N:8]([C@H:11]3[C@:15]([CH3:17])([OH:16])[C@H:14]([OH:18])[C@@H:13]([CH2:19][OH:20])[O:12]3)[C:4]=2[N:5]=[CH:6][N:7]=1.[CH3:21][C:22]([Si:25](Cl)([CH3:27])[CH3:26])([CH3:24])[CH3:23]. (5) Reactant: [CH2:1]([N:8]1[CH2:13][CH2:12][C@@H:11]([NH:14][C:15](=[O:21])[O:16][C:17]([CH3:20])([CH3:19])[CH3:18])[C@H:10]([CH2:22][OH:23])[CH2:9]1)[C:2]1[CH:7]=[CH:6][CH:5]=[CH:4][CH:3]=1.[N:24]1([C:29]2[CH:34]=[CH:33][C:32](O)=[CH:31][CH:30]=2)[CH:28]=[CH:27][CH:26]=[N:25]1.C1CCN(C(N=NC(N2CCCCC2)=O)=O)CC1.P(CCCC)(CCCC)CCCC. Product: [CH2:1]([N:8]1[CH2:13][CH2:12][C@@H:11]([NH:14][C:15](=[O:21])[O:16][C:17]([CH3:18])([CH3:19])[CH3:20])[C@H:10]([CH2:22][O:23][C:32]2[CH:31]=[CH:30][C:29]([N:24]3[CH:28]=[CH:27][CH:26]=[N:25]3)=[CH:34][CH:33]=2)[CH2:9]1)[C:2]1[CH:3]=[CH:4][CH:5]=[CH:6][CH:7]=1. The catalyst class is: 93. (6) Product: [CH3:1][CH2:2][C:3]1[CH:8]=[CH:7][C:6]([C:9]([CH:11]([CH2:13][N:14]2[CH2:19][CH2:18][CH2:17][CH2:16][CH2:15]2)[CH3:12])=[O:10])=[CH:5][CH:4]=1. The catalyst class is: 13. Reactant: [CH3:1][CH2:2][C:3]1[CH:8]=[CH:7][C:6]([C:9]([CH:11]([CH2:13][N:14]2[CH2:19][CH2:18][CH2:17][CH2:16][CH2:15]2)[CH3:12])=[O:10])=[CH:5][CH:4]=1.Cl.